From a dataset of Reaction yield outcomes from USPTO patents with 853,638 reactions. Predict the reaction yield, written as a fraction of the theoretical maximum amount of product (1.0 means a 100% yield; for example, 0.34 means a 34% yield). The reactants are C([O:3][C:4]([C:6]1[CH:7]=[C:8]2[C:13](=[CH:14][CH:15]=1)[NH:12][CH:11]([C:16]1[CH:21]=[CH:20][CH:19]=[C:18]([N:22]3[CH2:27][CH2:26][N:25]([C:28]4[CH:33]=[CH:32][C:31]([Cl:34])=[CH:30][CH:29]=4)[CH2:24][CH2:23]3)[CH:17]=1)[C:10]([CH3:36])([CH3:35])[CH2:9]2)=[O:5])C.O.[OH-].[Li+].O.Cl. The catalyst is CO.O1CCCC1. The product is [Cl:34][C:31]1[CH:32]=[CH:33][C:28]([N:25]2[CH2:24][CH2:23][N:22]([C:18]3[CH:17]=[C:16]([CH:11]4[C:10]([CH3:36])([CH3:35])[CH2:9][C:8]5[C:13](=[CH:14][CH:15]=[C:6]([C:4]([OH:5])=[O:3])[CH:7]=5)[NH:12]4)[CH:21]=[CH:20][CH:19]=3)[CH2:27][CH2:26]2)=[CH:29][CH:30]=1. The yield is 0.530.